Dataset: Catalyst prediction with 721,799 reactions and 888 catalyst types from USPTO. Task: Predict which catalyst facilitates the given reaction. (1) Reactant: [Cl:1][C:2]1[C:7]([C:8]2[CH:9]=[C:10]([C:14]([C:16]3[O:17][CH:18]=[CH:19][N:20]=3)=[O:15])[CH:11]=[CH:12][CH:13]=2)=[CH:6][N:5]=[C:4]2[N:21]([CH2:31][O:32][CH2:33][CH2:34][Si:35]([CH3:38])([CH3:37])[CH3:36])[CH:22]=[C:23]([C:24]3[CH:29]=[CH:28][CH:27]=[CH:26][C:25]=3[F:30])[C:3]=12.[BH4-].[Na+]. Product: [Cl:1][C:2]1[C:7]([C:8]2[CH:9]=[C:10]([CH:14]([C:16]3[O:17][CH:18]=[CH:19][N:20]=3)[OH:15])[CH:11]=[CH:12][CH:13]=2)=[CH:6][N:5]=[C:4]2[N:21]([CH2:31][O:32][CH2:33][CH2:34][Si:35]([CH3:38])([CH3:37])[CH3:36])[CH:22]=[C:23]([C:24]3[CH:29]=[CH:28][CH:27]=[CH:26][C:25]=3[F:30])[C:3]=12. The catalyst class is: 5. (2) Reactant: [Br:1][C:2]1[CH:3]=[C:4]([CH:7]=[C:8]([N+:10]([O-:12])=[O:11])[CH:9]=1)[CH:5]=[O:6].C([O-])([O-])=O.[K+].[K+].[N+:19]([CH2:21]S(C1C=CC(C)=CC=1)(=O)=O)#[C-:20].CCOC(C)=O. Product: [Br:1][C:2]1[CH:3]=[C:4]([C:5]2[O:6][CH:21]=[N:19][CH:20]=2)[CH:7]=[C:8]([N+:10]([O-:12])=[O:11])[CH:9]=1. The catalyst class is: 57. (3) Reactant: [H-].[Na+].[C:3]([O:7][C:8]([N:10]1[C@H:14]([CH2:15][OH:16])[CH2:13][CH2:12][C@H:11]1[CH2:17][O:18][CH2:19][C:20]1[CH:25]=[CH:24][CH:23]=[CH:22][CH:21]=1)=[O:9])([CH3:6])([CH3:5])[CH3:4].[CH3:26]I.O. Product: [C:3]([O:7][C:8]([N:10]1[C@H:14]([CH2:15][O:16][CH3:26])[CH2:13][CH2:12][C@H:11]1[CH2:17][O:18][CH2:19][C:20]1[CH:21]=[CH:22][CH:23]=[CH:24][CH:25]=1)=[O:9])([CH3:6])([CH3:4])[CH3:5]. The catalyst class is: 483. (4) Reactant: [Cl:1][C:2]1[C:3](=[O:28])[N:4]([CH2:18][C:19]2[CH:20]=[C:21]3[C:25](=[CH:26][CH:27]=2)[NH:24][CH2:23][CH2:22]3)[CH:5]=[CH:6][C:7]=1[O:8][CH2:9][C:10]1[CH:15]=[CH:14][C:13]([F:16])=[CH:12][C:11]=1[F:17].C([O:32][C:33]([C:36](Cl)=[O:37])(C)C)(=O)C.C(N(CC)CC)C.[OH-].[Na+]. Product: [Cl:1][C:2]1[C:3](=[O:28])[N:4]([CH2:18][C:19]2[CH:20]=[C:21]3[C:25](=[CH:26][CH:27]=2)[N:24]([C:33](=[O:32])[CH2:36][OH:37])[CH2:23][CH2:22]3)[CH:5]=[CH:6][C:7]=1[O:8][CH2:9][C:10]1[CH:15]=[CH:14][C:13]([F:16])=[CH:12][C:11]=1[F:17]. The catalyst class is: 111. (5) Reactant: [CH2:1]([NH2:3])[CH3:2].CO[C:6]([C:8]1[N:9]=[N:10][N:11]([C:33]2[CH:38]=[C:37]([CH:39]([CH3:41])[CH3:40])[C:36]([O:42][CH2:43][C:44]3[CH:49]=[CH:48][CH:47]=[CH:46][CH:45]=3)=[CH:35][C:34]=2[O:50][CH2:51][C:52]2[CH:57]=[CH:56][CH:55]=[CH:54][CH:53]=2)[C:12]=1[N:13]([C:26]([O:28][C:29]([CH3:32])([CH3:31])[CH3:30])=[O:27])[C:14]1[CH:19]=[CH:18][C:17]([N:20]2[CH2:25][CH2:24][O:23][CH2:22][CH2:21]2)=[CH:16][CH:15]=1)=[O:7]. Product: [C:29]([O:28][C:26](=[O:27])[N:13]([C:12]1[N:11]([C:33]2[CH:38]=[C:37]([CH:39]([CH3:40])[CH3:41])[C:36]([O:42][CH2:43][C:44]3[CH:45]=[CH:46][CH:47]=[CH:48][CH:49]=3)=[CH:35][C:34]=2[O:50][CH2:51][C:52]2[CH:57]=[CH:56][CH:55]=[CH:54][CH:53]=2)[N:10]=[N:9][C:8]=1[C:6](=[O:7])[NH:3][CH2:1][CH3:2])[C:14]1[CH:19]=[CH:18][C:17]([N:20]2[CH2:21][CH2:22][O:23][CH2:24][CH2:25]2)=[CH:16][CH:15]=1)([CH3:31])([CH3:30])[CH3:32]. The catalyst class is: 5. (6) Reactant: [CH:1](=[N:3][O:4][CH2:5][C:6]1[N:7]([CH2:20][CH2:21][CH2:22][CH2:23][NH:24][C:25](=[O:32])[C:26]2[CH:31]=[CH:30][CH:29]=[CH:28][CH:27]=2)[C:8]2[C:13]([CH3:14])=[C:12]([CH3:15])[N:11]3N=N[N:18]=[C:10]3[C:9]=2[N:19]=1)[CH3:2].C1(P(C2C=CC=CC=2)C2C=CC=CC=2)C=CC=CC=1. Product: [NH2:18][C:10]1[C:9]2[N:19]=[C:6]([CH2:5][O:4][N:3]=[CH:1][CH3:2])[N:7]([CH2:20][CH2:21][CH2:22][CH2:23][NH:24][C:25](=[O:32])[C:26]3[CH:31]=[CH:30][CH:29]=[CH:28][CH:27]=3)[C:8]=2[C:13]([CH3:14])=[C:12]([CH3:15])[N:11]=1. The catalyst class is: 262. (7) Reactant: [I:1][C:2]1[C:7]([C:8]([OH:10])=O)=[C:6]([O:11][CH3:12])[N:5]=[CH:4][CH:3]=1.Cl.[C:14]([NH:18][NH2:19])([CH3:17])([CH3:16])[CH3:15].CCN(C(C)C)C(C)C.CCN=C=NCCCN(C)C.Cl.C1C=CC2N(O)N=NC=2C=1. Product: [C:14]([NH:18][NH:19][C:8](=[O:10])[C:7]1[C:2]([I:1])=[CH:3][CH:4]=[N:5][C:6]=1[O:11][CH3:12])([CH3:17])([CH3:16])[CH3:15]. The catalyst class is: 18. (8) Reactant: F[C:2]1[CH:7]=[CH:6][CH:5]=[CH:4][C:3]=1[N+:8]([O-:10])=[O:9].C(=O)(O)[O-].[Na+].[CH3:16][N:17]([CH3:21])[CH2:18][CH2:19][NH2:20].O. Product: [CH3:16][N:17]([CH3:21])[CH2:18][CH2:19][NH:20][C:2]1[CH:7]=[CH:6][CH:5]=[CH:4][C:3]=1[N+:8]([O-:10])=[O:9]. The catalyst class is: 1.